This data is from Full USPTO retrosynthesis dataset with 1.9M reactions from patents (1976-2016). The task is: Predict the reactants needed to synthesize the given product. (1) Given the product [Br:1][C:2]1[C:3]([Cl:27])=[CH:4][C:5]([NH:9][C:10]2[N:11]=[C:12]([N:24]([CH3:25])[CH3:26])[NH:13][N:14]=2)=[CH:6][C:7]=1[Cl:8], predict the reactants needed to synthesize it. The reactants are: [Br:1][C:2]1[C:7]([Cl:8])=[CH:6][C:5]([NH:9][C:10]2[N:14](CC3C=CC(OC)=CC=3)[N:13]=[C:12]([N:24]([CH3:26])[CH3:25])[N:11]=2)=[CH:4][C:3]=1[Cl:27].C(O)(C(F)(F)F)=O. (2) Given the product [CH2:1]([O:8][C:9]1[CH:18]=[C:17]2[C:12]([C:13]([O:19][C:20]3[CH:26]=[CH:25][C:23]([NH:24][C:39]([NH:38][C:32]4[CH:33]=[CH:34][C:35]([F:37])=[CH:36][C:31]=4[F:30])=[O:40])=[C:22]([Cl:27])[CH:21]=3)=[CH:14][CH:15]=[N:16]2)=[CH:11][C:10]=1[O:28][CH3:29])[C:2]1[CH:7]=[CH:6][CH:5]=[CH:4][CH:3]=1, predict the reactants needed to synthesize it. The reactants are: [CH2:1]([O:8][C:9]1[CH:18]=[C:17]2[C:12]([C:13]([O:19][C:20]3[CH:26]=[CH:25][C:23]([NH2:24])=[C:22]([Cl:27])[CH:21]=3)=[CH:14][CH:15]=[N:16]2)=[CH:11][C:10]=1[O:28][CH3:29])[C:2]1[CH:7]=[CH:6][CH:5]=[CH:4][CH:3]=1.[F:30][C:31]1[CH:36]=[C:35]([F:37])[CH:34]=[CH:33][C:32]=1[N:38]=[C:39]=[O:40]. (3) The reactants are: [N+:1]([C:4]1[CH:9]=[CH:8][C:7]([N:10]([CH2:18][C:19]2[CH:24]=[CH:23][CH:22]=[CH:21][N:20]=2)[C:11](=[O:17])[O:12][C:13]([CH3:16])([CH3:15])[CH3:14])=[CH:6][CH:5]=1)([O-])=O. Given the product [NH2:1][C:4]1[CH:9]=[CH:8][C:7]([N:10]([CH2:18][C:19]2[CH:24]=[CH:23][CH:22]=[CH:21][N:20]=2)[C:11](=[O:17])[O:12][C:13]([CH3:16])([CH3:15])[CH3:14])=[CH:6][CH:5]=1, predict the reactants needed to synthesize it. (4) Given the product [CH:28]1([C:29]([N:30]2[CH2:31][CH2:60][N:59]([C:1]([C:4]3[CH:5]=[C:6]([CH:21]=[CH:22][CH:23]=3)[CH2:7][N:8]3[C:17]4[C:12](=[CH:13][C:14]([CH3:18])=[CH:15][CH:16]=4)[C:11](=[O:19])[NH:10][C:9]3=[O:20])=[O:3])[CH2:58][CH2:57]2)=[O:37])[CH2:27][CH2:35][CH2:34][CH2:33]1, predict the reactants needed to synthesize it. The reactants are: [C:1]([C:4]1[CH:5]=[C:6]([CH:21]=[CH:22][C:23]=1F)[CH2:7][N:8]1[C:17]2[C:12](=[CH:13][C:14]([CH3:18])=[CH:15][CH:16]=2)[C:11](=[O:19])[NH:10][C:9]1=[O:20])([OH:3])=O.CC1[CH:27]=[C:28]2[C:33](=[CH:34][CH:35]=1)N[C:31](=O)[NH:30][C:29]2=[O:37].BrCC1C=CC(F)=C(C=1)C(OC)=O.COC(C1C=[C:57](C=CC=1)[CH2:58][N:59]1C2C(=CC=CC=2)C(=O)N[C:60]1=O)=O. (5) Given the product [Cl:34][C:35]1[CH:43]=[C:42]2[C:38]([C:39]([CH2:47][CH2:48][CH2:49][O:50][C:51]3[CH:52]=[C:53]([CH3:59])[C:54]([Cl:58])=[C:55]([CH3:57])[CH:56]=3)=[C:40]([C:44]([NH:8][S:5]([CH2:4][CH2:3][NH:2][C:23](=[O:33])[CH2:24][CH2:25][C:26]3[CH:27]=[CH:28][CH:29]=[CH:30][CH:31]=3)(=[O:7])=[O:6])=[O:45])[NH:41]2)=[CH:37][CH:36]=1, predict the reactants needed to synthesize it. The reactants are: Cl.[NH2:2][CH2:3][CH2:4][S:5]([NH2:8])(=[O:7])=[O:6].C(Cl)CCl.C1C=CC2N(O)N=NC=2C=1.[C:23]([OH:33])(=O)[CH2:24][CH2:25][C:26]1[CH:31]=[CH:30][CH:29]=[CH:28][CH:27]=1.[Cl:34][C:35]1[CH:43]=[C:42]2[C:38]([C:39]([CH2:47][CH2:48][CH2:49][O:50][C:51]3[CH:56]=[C:55]([CH3:57])[C:54]([Cl:58])=[C:53]([CH3:59])[CH:52]=3)=[C:40]([C:44](O)=[O:45])[NH:41]2)=[CH:37][CH:36]=1. (6) Given the product [CH2:1]([O:8][C:9]1[CH:38]=[CH:37][C:12]2[NH:13][C:14]([C:19]3[C:24](=[O:25])[N:23]([NH:26][CH:27]4[CH2:28][CH2:29][CH2:30][CH2:31][CH2:32]4)[C:22]4[CH:33]=[CH:34][S:35][C:21]=4[C:20]=3[OH:36])=[N:15][S:16](=[O:17])(=[O:18])[C:11]=2[CH:10]=1)[C:2]1[CH:3]=[CH:4][CH:5]=[CH:6][CH:7]=1, predict the reactants needed to synthesize it. The reactants are: [CH2:1]([O:8][C:9]1[CH:38]=[CH:37][C:12]2[NH:13][C:14]([C:19]3[C:24](=[O:25])[N:23]([N:26]=[C:27]4[CH2:32][CH2:31][CH2:30][CH2:29][CH2:28]4)[C:22]4[CH:33]=[CH:34][S:35][C:21]=4[C:20]=3[OH:36])=[N:15][S:16](=[O:18])(=[O:17])[C:11]=2[CH:10]=1)[C:2]1[CH:7]=[CH:6][CH:5]=[CH:4][CH:3]=1.CO.[BH4-].[Li+].Cl. (7) Given the product [N+:20]([C:15]1[CH:16]=[CH:17][CH:18]=[CH:19][C:14]=1[C:12]1[N:11]=[C:8]2[N:7]([CH:13]=1)[C:6]([CH2:4][C:29]([OH:28])=[O:23])=[CH:10][S:9]2)([O-:22])=[O:21], predict the reactants needed to synthesize it. The reactants are: C(O[C:4]([C:6]1[N:7]2[CH:13]=[C:12]([C:14]3[CH:19]=[CH:18][CH:17]=[CH:16][C:15]=3[N+:20]([O-:22])=[O:21])[N:11]=[C:8]2[S:9][CH:10]=1)=O)C.[OH-:23].[Na+].C1[CH2:29][O:28]CC1.O.